Dataset: Catalyst prediction with 721,799 reactions and 888 catalyst types from USPTO. Task: Predict which catalyst facilitates the given reaction. Reactant: [Cl:1][C:2]1[CH:7]=[CH:6][C:5]([CH2:8][C:9](=[O:16])[CH2:10][C:11]([O:13][CH2:14][CH3:15])=[O:12])=[CH:4][CH:3]=1.S(Cl)([Cl:20])(=O)=O. Product: [Cl:20][CH:10]([C:9](=[O:16])[CH2:8][C:5]1[CH:4]=[CH:3][C:2]([Cl:1])=[CH:7][CH:6]=1)[C:11]([O:13][CH2:14][CH3:15])=[O:12]. The catalyst class is: 2.